From a dataset of Reaction yield outcomes from USPTO patents with 853,638 reactions. Predict the reaction yield, written as a fraction of the theoretical maximum amount of product (1.0 means a 100% yield; for example, 0.34 means a 34% yield). The reactants are [Cl:1][CH2:2][CH2:3][C:4]1[CH:9]=[CH:8][C:7]([NH:10][C:11](=[O:13])[CH3:12])=[C:6]([CH3:14])[CH:5]=1.I[CH3:16]. No catalyst specified. The product is [Cl:1][CH2:2][CH2:3][C:4]1[CH:9]=[CH:8][C:7]([N:10]([CH3:16])[C:11](=[O:13])[CH3:12])=[C:6]([CH3:14])[CH:5]=1. The yield is 1.00.